This data is from Catalyst prediction with 721,799 reactions and 888 catalyst types from USPTO. The task is: Predict which catalyst facilitates the given reaction. (1) Reactant: [OH:1][C@@:2]1([CH2:39][O:40][CH3:41])[CH2:7][CH2:6][CH2:5][CH2:4][C@H:3]1[N:8]1[C:12]([C:13]2[CH:18]=[CH:17][CH:16]=[CH:15][CH:14]=2)=[C:11]([C:19]([N:21]2[CH2:26][CH2:25][NH:24][CH2:23][C@H:22]2[CH2:27][CH2:28][O:29][C:30]2[CH:31]=[C:32]([C:36](=[O:38])[CH3:37])[CH:33]=[CH:34][CH:35]=2)=[O:20])[N:10]=[CH:9]1.[BH4-].[Na+].C(=O)([O-])O.[Na+]. Product: [OH:38][CH:36]([C:32]1[CH:31]=[C:30]([CH:35]=[CH:34][CH:33]=1)[O:29][CH2:28][CH2:27][C@@H:22]1[CH2:23][NH:24][CH2:25][CH2:26][N:21]1[C:19]([C:11]1[N:10]=[CH:9][N:8]([C@@H:3]2[CH2:4][CH2:5][CH2:6][CH2:7][C@:2]2([CH2:39][O:40][CH3:41])[OH:1])[C:12]=1[C:13]1[CH:18]=[CH:17][CH:16]=[CH:15][CH:14]=1)=[O:20])[CH3:37]. The catalyst class is: 5. (2) Reactant: [CH:1]([O:4][C:5](=[O:20])[C:6]1[CH:11]=[CH:10][C:9]([C:12]#[CH:13])=[CH:8][C:7]=1[CH2:14][N:15]([CH:17]1[CH2:19][CH2:18]1)[CH3:16])([CH3:3])[CH3:2].[CH3:21][O:22][C:23](=[O:51])[CH:24]([C:26]1[CH:31]=[CH:30][C:29](C#CC2C=C(C3CC3)C3OC4(CC4)CC(C)(C)C=3C=2)=[CH:28][CH:27]=1)C.C(N(CC)CC)C.C(OCC)(=O)C. Product: [CH:1]([O:4][C:5](=[O:20])[C:6]1[CH:11]=[CH:10][C:9]([C:12]#[C:13][C:29]2[CH:30]=[CH:31][C:26]([CH2:24][C:23]([O:22][CH3:21])=[O:51])=[CH:27][CH:28]=2)=[CH:8][C:7]=1[CH2:14][N:15]([CH:17]1[CH2:19][CH2:18]1)[CH3:16])([CH3:3])[CH3:2]. The catalyst class is: 730. (3) The catalyst class is: 538. Reactant: Cl[C:2]1[CH:3]=[CH:4][C:5]2[N:6]=[C:7]([NH:16][CH:17]([C:19]3[CH:24]=[CH:23][C:22]([S:25]([NH2:28])(=[O:27])=[O:26])=[CH:21][CH:20]=3)[CH3:18])[N:8]=[C:9]([O:12][CH:13]3[CH2:15][CH2:14]3)[C:10]=2[N:11]=1.[C:29]([CH:31]1[CH2:33][CH2:32]1)#[CH:30].O. Product: [CH:13]1([O:12][C:9]2[C:10]3[N:11]=[C:2]([C:30]#[C:29][CH:31]4[CH2:33][CH2:32]4)[CH:3]=[CH:4][C:5]=3[N:6]=[C:7]([NH:16][C@@H:17]([C:19]3[CH:24]=[CH:23][C:22]([S:25]([NH2:28])(=[O:27])=[O:26])=[CH:21][CH:20]=3)[CH3:18])[N:8]=2)[CH2:15][CH2:14]1. (4) Reactant: [CH:1]1([CH2:4][N:5]2[C:9]3[CH:10]=[CH:11][C:12]([S:14]([CH:17]4[CH2:22][CH2:21][NH:20][CH2:19][CH2:18]4)(=[O:16])=[O:15])=[CH:13][C:8]=3[N:7]=[C:6]2[CH2:23][C:24]([CH3:27])([CH3:26])[CH3:25])[CH2:3][CH2:2]1.C(N(CC)CC)C.[C:35]1([C:41](Cl)([C:48]2[CH:53]=[CH:52][CH:51]=[CH:50][CH:49]=2)[C:42]2[CH:47]=[CH:46][CH:45]=[CH:44][CH:43]=2)[CH:40]=[CH:39][CH:38]=[CH:37][CH:36]=1. Product: [CH:1]1([CH2:4][N:5]2[C:9]3[CH:10]=[CH:11][C:12]([S:14]([CH:17]4[CH2:22][CH2:21][N:20]([C:41]([C:35]5[CH:40]=[CH:39][CH:38]=[CH:37][CH:36]=5)([C:48]5[CH:49]=[CH:50][CH:51]=[CH:52][CH:53]=5)[C:42]5[CH:43]=[CH:44][CH:45]=[CH:46][CH:47]=5)[CH2:19][CH2:18]4)(=[O:15])=[O:16])=[CH:13][C:8]=3[N:7]=[C:6]2[CH2:23][C:24]([CH3:27])([CH3:26])[CH3:25])[CH2:2][CH2:3]1. The catalyst class is: 4. (5) Reactant: ClC[C:3]([N:5]([CH2:16][CH:17]1[C:26]2[C:21](=[CH:22][C:23]([C:27]#[N:28])=[CH:24][CH:25]=2)[CH2:20][CH2:19][CH2:18]1)[CH2:6][CH2:7][NH:8][C:9](=O)OC(C)(C)C)=[O:4].CCO.C([O-])([O-])=O.[K+].[K+]. Product: [O:4]=[C:3]1[CH2:9][NH:8][CH2:7][CH2:6][N:5]1[CH2:16][CH:17]1[CH2:18][CH2:19][CH2:20][C:21]2[CH:22]=[C:23]([C:27]#[N:28])[CH:24]=[CH:25][C:26]1=2. The catalyst class is: 89.